This data is from Experimentally validated miRNA-target interactions with 360,000+ pairs, plus equal number of negative samples. The task is: Binary Classification. Given a miRNA mature sequence and a target amino acid sequence, predict their likelihood of interaction. The miRNA is hsa-miR-4726-3p with sequence ACCCAGGUUCCCUCUGGCCGCA. The protein sequence of the target gene is MLGQLLPHTARGLGAAEMPGQGPGSDWTERSSSAEPPAVAGTEGGGGGSAGYSCYQNSKGSDRIKDGYKVNSHIAKLQELWKTPQNQTIHLSKSMMEASFFKHPDLTTGQKRYLCSIAKIYNANYLKMLMKRQYMHVLQHSSQKPGVLTHHRSRLSSRYSQKQHYPCTTWRHQLEREDSGSSDIAAASAPEMLIQHSLWRPVRNKEGIKTGYASKTRCKSLKIFRRPRKLFMQTVSSDDSESHMSEEKKEEDLLNNFMQSMSIEEQGEHLMLT. Result: 1 (interaction).